From a dataset of Full USPTO retrosynthesis dataset with 1.9M reactions from patents (1976-2016). Predict the reactants needed to synthesize the given product. (1) Given the product [Cl:35][C:36]([Cl:40])([Cl:39])[C:37](=[NH:38])[O:24][CH:22]([C:20]1[CH:21]=[C:13]([Cl:12])[CH:14]=[C:15]2[C:19]=1[N:18]([CH2:25][O:26][CH2:27][CH2:28][Si:29]([CH3:30])([CH3:32])[CH3:31])[CH:17]=[C:16]2[C:33]#[N:34])[CH3:23], predict the reactants needed to synthesize it. The reactants are: C1CCN2C(=NCCC2)CC1.[Cl:12][C:13]1[CH:14]=[C:15]2[C:19](=[C:20]([CH:22]([OH:24])[CH3:23])[CH:21]=1)[N:18]([CH2:25][O:26][CH2:27][CH2:28][Si:29]([CH3:32])([CH3:31])[CH3:30])[CH:17]=[C:16]2[C:33]#[N:34].[Cl:35][C:36]([Cl:40])([Cl:39])[C:37]#[N:38]. (2) Given the product [Br:23][C:24]1[CH:25]=[CH:26][C:27]([O:32][CH2:33][CH2:34][O:35][CH3:36])=[C:28]([CH:31]=1)[CH2:29][NH:1][C:2]1[CH:3]=[C:4]2[C:9](=[CH:10][CH:11]=1)[N:8]=[CH:7][C:6]([C:12]#[N:13])=[C:5]2[NH:14][C:15]1[CH:20]=[CH:19][C:18]([F:21])=[C:17]([Cl:22])[CH:16]=1, predict the reactants needed to synthesize it. The reactants are: [NH2:1][C:2]1[CH:3]=[C:4]2[C:9](=[CH:10][CH:11]=1)[N:8]=[CH:7][C:6]([C:12]#[N:13])=[C:5]2[NH:14][C:15]1[CH:20]=[CH:19][C:18]([F:21])=[C:17]([Cl:22])[CH:16]=1.[Br:23][C:24]1[CH:25]=[CH:26][C:27]([O:32][CH2:33][CH2:34][O:35][CH3:36])=[C:28]([CH:31]=1)[CH:29]=O.[BH3-]C#N.[Na+]. (3) Given the product [O:20]1[C:24]2[CH:25]=[CH:26][C:27]([CH2:29][N:30]3[CH2:35][CH2:34][CH:33]([NH:36][C:14]([C:7]4[O:8][C:9]5[C:4]([C:5](=[O:17])[CH:6]=4)=[CH:3][C:2]([Cl:1])=[C:11]([O:12][CH3:13])[CH:10]=5)=[O:16])[CH2:32][CH2:31]3)=[CH:28][C:23]=2[O:22][CH2:21]1, predict the reactants needed to synthesize it. The reactants are: [Cl:1][C:2]1[CH:3]=[C:4]2[C:9](=[CH:10][C:11]=1[O:12][CH3:13])[O:8][C:7]([C:14]([OH:16])=O)=[CH:6][C:5]2=[O:17].Cl.Cl.[O:20]1[C:24]2[CH:25]=[CH:26][C:27]([CH2:29][N:30]3[CH2:35][CH2:34][CH:33]([NH2:36])[CH2:32][CH2:31]3)=[CH:28][C:23]=2[O:22][CH2:21]1.CN1CCOCC1.C1C=CC2N(O)N=NC=2C=1.CCN=C=NCCCN(C)C. (4) The reactants are: [C:1]1(C2C=CC=CC=2)[CH:6]=[CH:5][CH:4]=[CH:3][C:2]=1[NH:7][C:8]([O:10][CH:11]1[CH2:16][CH2:15][N:14]([CH2:17][CH2:18][C:19]([OH:21])=O)[CH2:13][CH2:12]1)=[O:9].[C:36]1(P(N=[N+]=[N-])([C:36]2[CH:41]=[CH:40][CH:39]=[CH:38][CH:37]=2)=O)[CH:41]=[CH:40][CH:39]=[CH:38][CH:37]=1.C(OC([NH:52][CH2:53][CH2:54][CH2:55][CH2:56][CH2:57][NH2:58])=O)(C)(C)C.CCN(C(C)C)C(C)C.Cl. Given the product [NH2:52][CH2:53][CH2:54][CH2:55][CH2:56][CH2:57][NH:58][C:19]([CH2:18][CH2:17][N:14]1[CH2:13][CH2:12][CH:11]([O:10][C:8](=[O:9])[NH:7][C:2]2[CH:3]=[CH:4][CH:5]=[CH:6][C:1]=2[C:36]2[CH:37]=[CH:38][CH:39]=[CH:40][CH:41]=2)[CH2:16][CH2:15]1)=[O:21], predict the reactants needed to synthesize it.